Dataset: Forward reaction prediction with 1.9M reactions from USPTO patents (1976-2016). Task: Predict the product of the given reaction. (1) Given the reactants FC(F)(F)S(O[C:7]1[CH:15]=[C:14]2[C:10]([C:11]([C:23]([O:25][CH2:26][CH3:27])=[O:24])=[CH:12][N:13]2[C:16]([O:18][C:19]([CH3:22])([CH3:21])[CH3:20])=[O:17])=[CH:9][CH:8]=1)(=O)=O.CC1(C)C(C)(C)OB([C:38]2[CH:43]=[CH:42][C:41]([OH:44])=[CH:40][CH:39]=2)O1.C1(P(C2C=CC=CC=2)C2C=CC=CC=2)C=CC=CC=1.P([O-])([O-])([O-])=O.[K+].[K+].[K+].O, predict the reaction product. The product is: [OH:44][C:41]1[CH:42]=[CH:43][C:38]([C:7]2[CH:15]=[C:14]3[C:10]([C:11]([C:23]([O:25][CH2:26][CH3:27])=[O:24])=[CH:12][N:13]3[C:16]([O:18][C:19]([CH3:20])([CH3:21])[CH3:22])=[O:17])=[CH:9][CH:8]=2)=[CH:39][CH:40]=1. (2) Given the reactants [Cl:1][C:2]1[CH:7]=[CH:6][CH:5]=[CH:4][C:3]=1[N:8]1[C:12]([S:13][C:14]2[CH:15]=[N:16][CH:17]=[C:18]([F:20])[CH:19]=2)=[CH:11][C:10]([CH2:21][OH:22])=[N:9]1, predict the reaction product. The product is: [Cl:1][C:2]1[CH:7]=[CH:6][CH:5]=[CH:4][C:3]=1[N:8]1[C:12]([S:13][C:14]2[CH:15]=[N:16][CH:17]=[C:18]([F:20])[CH:19]=2)=[CH:11][C:10]([CH:21]=[O:22])=[N:9]1. (3) Given the reactants [CH3:1][S:2]([C:5]1[CH:10]=[CH:9][C:8]([C:11]2[N:12]=[CH:13][C:14]3[O:19][C@@H:18]([CH:20]4[CH2:25][CH2:24][NH:23][CH2:22][CH2:21]4)[CH2:17][C:15]=3[N:16]=2)=[CH:7][CH:6]=1)(=[O:4])=[O:3].[C:26](O[C:26]([O:28][C:29]([CH3:32])([CH3:31])[CH3:30])=[O:27])([O:28][C:29]([CH3:32])([CH3:31])[CH3:30])=[O:27], predict the reaction product. The product is: [C:29]([O:28][C:26]([N:23]1[CH2:24][CH2:25][CH:20]([C@@H:18]2[O:19][C:14]3[CH:13]=[N:12][C:11]([C:8]4[CH:9]=[CH:10][C:5]([S:2]([CH3:1])(=[O:4])=[O:3])=[CH:6][CH:7]=4)=[N:16][C:15]=3[CH2:17]2)[CH2:21][CH2:22]1)=[O:27])([CH3:32])([CH3:31])[CH3:30]. (4) The product is: [C:1]([NH:4][C@H:5]([CH2:11][C:12]1[CH:13]=[N:14][CH:15]=[CH:16][CH:17]=1)[C:6]([O:8][CH2:9][CH3:10])=[O:7])(=[O:3])[CH3:2]. Given the reactants [C:1]([NH:4][CH:5]([CH2:11][C:12]1[CH:13]=[N:14][CH:15]=[CH:16][CH:17]=1)[C:6]([O:8][CH2:9][CH3:10])=[O:7])(=[O:3])[CH3:2].[Cl-].[K+].C(#N)C.[OH-].[K+], predict the reaction product. (5) The product is: [CH2:35]([O:42][NH:43][C:44](=[O:45])[C:47]([N:53]([C:54]([C:56]1[CH:57]=[CH:58][C:59]([C:62]2[CH:67]=[CH:66][CH:65]=[CH:64][CH:63]=2)=[CH:60][CH:61]=1)=[O:55])[CH3:68])([CH3:52])[C:48]([NH:50][CH3:51])=[O:49])[C:36]1[CH:41]=[CH:40][CH:39]=[CH:38][CH:37]=1. Given the reactants CCN(C(C)C)C(C)C.CN(C(ON1N=NC2C=CC=NC1=2)=[N+](C)C)C.F[P-](F)(F)(F)(F)F.Cl.[CH2:35]([O:42][NH2:43])[C:36]1[CH:41]=[CH:40][CH:39]=[CH:38][CH:37]=1.[C:44]([C:47]([N:53]([CH3:68])[C:54]([C:56]1[CH:61]=[CH:60][C:59]([C:62]2[CH:67]=[CH:66][CH:65]=[CH:64][CH:63]=2)=[CH:58][CH:57]=1)=[O:55])([CH3:52])[C:48]([NH:50][CH3:51])=[O:49])(O)=[O:45].C(=O)([O-])O.[Na+], predict the reaction product.